The task is: Regression. Given a peptide amino acid sequence and an MHC pseudo amino acid sequence, predict their binding affinity value. This is MHC class I binding data.. This data is from Peptide-MHC class I binding affinity with 185,985 pairs from IEDB/IMGT. (1) The binding affinity (normalized) is 0.529. The peptide sequence is ETWYSADLV. The MHC is Mamu-B8701 with pseudo-sequence Mamu-B8701. (2) The peptide sequence is PLMGGAYIAFPTSCHMFI. The MHC is HLA-B45:01 with pseudo-sequence HLA-B45:01. The binding affinity (normalized) is 0.0232.